Dataset: Reaction yield outcomes from USPTO patents with 853,638 reactions. Task: Predict the reaction yield, written as a fraction of the theoretical maximum amount of product (1.0 means a 100% yield; for example, 0.34 means a 34% yield). (1) The reactants are [C:1]([NH:4][C:5]1[S:6][C:7]([C:11]2[CH:12]=[C:13]([S:17](Cl)(=[O:19])=[O:18])[S:14][C:15]=2[Br:16])=[C:8]([CH3:10])[N:9]=1)(=[O:3])[CH3:2].C(N(CC)CC)C.[N:28]1([CH2:34][CH2:35][NH2:36])[CH2:33][CH2:32][CH2:31][CH2:30][CH2:29]1. The catalyst is C(Cl)Cl. The product is [Br:16][C:15]1[S:14][C:13]([S:17](=[O:19])(=[O:18])[NH:36][CH2:35][CH2:34][N:28]2[CH2:33][CH2:32][CH2:31][CH2:30][CH2:29]2)=[CH:12][C:11]=1[C:7]1[S:6][C:5]([NH:4][C:1](=[O:3])[CH3:2])=[N:9][C:8]=1[CH3:10]. The yield is 0.680. (2) The reactants are I[C:2]1[C-:3]([N:7]([CH3:9])[CH3:8])[CH:4]=[CH:5][CH:6]=1.[CH-:10]1[CH:14]=[CH:13][CH:12]=[CH:11]1.[Fe+2:15].[C:16]1(B(O)O)[CH:21]=[CH:20][CH:19]=[CH:18][CH:17]=1.[OH-].[Na+]. The catalyst is C1C=CC([P]([Pd]([P](C2C=CC=CC=2)(C2C=CC=CC=2)C2C=CC=CC=2)([P](C2C=CC=CC=2)(C2C=CC=CC=2)C2C=CC=CC=2)[P](C2C=CC=CC=2)(C2C=CC=CC=2)C2C=CC=CC=2)(C2C=CC=CC=2)C2C=CC=CC=2)=CC=1.COCCOC. The product is [CH3:16][C:17]1[CH:10]=[C:14]([C:2]2[C-:3]([N:7]([CH3:9])[CH3:8])[CH:4]=[CH:5][CH:6]=2)[CH:13]=[CH:12][CH:11]=1.[CH-:18]1[CH:19]=[CH:20][CH:21]=[CH:16]1.[Fe+2:15]. The yield is 0.930. (3) The reactants are [C:1]([N:4]1[C:13]2[C:8](=[CH:9][C:10]([C:14]3[N:15]=[N:16][N:17]([CH2:19][CH2:20][O:21][Si](C(C)(C)C)(C)C)[CH:18]=3)=[CH:11][CH:12]=2)[C@H:7]([NH:29]C(=O)OC(C)(C)C)[CH2:6][C@@H:5]1[CH3:37])(=[O:3])[CH3:2].FC(F)(F)C(O)=O. The catalyst is ClCCl. The product is [C:1]([N:4]1[C:13]2[C:8](=[CH:9][C:10]([C:14]3[N:15]=[N:16][N:17]([CH2:19][CH2:20][OH:21])[CH:18]=3)=[CH:11][CH:12]=2)[C@H:7]([NH2:29])[CH2:6][C@@H:5]1[CH3:37])(=[O:3])[CH3:2]. The yield is 0.780. (4) The reactants are [OH:1][CH:2]1[CH:8]2[CH2:9][CH:5]([CH2:6][N:7]2[C:10]([O:12][C:13]([CH3:16])([CH3:15])[CH3:14])=[O:11])[CH2:4][CH2:3]1.C([O-])(=O)C.[Na+].[Cr](Cl)([O-])(=O)=O.[NH+]1C=CC=CC=1. The catalyst is ClCCl.CCOCC. The product is [O:1]=[C:2]1[CH:8]2[CH2:9][CH:5]([CH2:6][N:7]2[C:10]([O:12][C:13]([CH3:16])([CH3:15])[CH3:14])=[O:11])[CH2:4][CH2:3]1. The yield is 0.960. (5) The reactants are C[O:2][C:3]1[CH:4]=[C:5]2[C:10](=[CH:11][CH:12]=1)[N:9]=[C:8]([N:13]1[CH2:18][CH2:17][CH:16]([C:19]([O:21]C)=[O:20])[CH2:15][CH2:14]1)[C:7]([C:23]([F:26])([F:25])[F:24])=[CH:6]2.B(Br)(Br)Br.O. The catalyst is C(Cl)Cl. The product is [OH:2][C:3]1[CH:4]=[C:5]2[C:10](=[CH:11][CH:12]=1)[N:9]=[C:8]([N:13]1[CH2:18][CH2:17][CH:16]([C:19]([OH:21])=[O:20])[CH2:15][CH2:14]1)[C:7]([C:23]([F:26])([F:25])[F:24])=[CH:6]2. The yield is 0.0940. (6) The reactants are [NH2:1][C:2]1[CH:6]=[CH:5][S:4][C:3]=1[C:7]([O:9]C)=[O:8].[CH3:11][C:12]([O:15][C:16](O[C:16]([O:15][C:12]([CH3:14])([CH3:13])[CH3:11])=[O:17])=[O:17])([CH3:14])[CH3:13]. The catalyst is CN(C1C=CN=CC=1)C.CC(C)=O.ClCCl. The product is [C:12]([O:15][C:16]([NH:1][C:2]1[CH:6]=[CH:5][S:4][C:3]=1[C:7]([OH:9])=[O:8])=[O:17])([CH3:14])([CH3:13])[CH3:11]. The yield is 0.690.